From a dataset of Forward reaction prediction with 1.9M reactions from USPTO patents (1976-2016). Predict the product of the given reaction. (1) The product is: [NH2:1][C:4]1[CH:5]=[C:6]([C:10]2[CH:15]=[CH:14][N:13]=[C:12]([NH:16][CH2:17][CH2:18][C:19]3[CH:24]=[CH:23][C:22]([O:25][CH3:26])=[C:21]([O:27][CH3:28])[CH:20]=3)[N:11]=2)[CH:7]=[CH:8][CH:9]=1. Given the reactants [N+:1]([C:4]1[CH:5]=[C:6]([C:10]2[CH:15]=[CH:14][N:13]=[C:12]([NH:16][CH2:17][CH2:18][C:19]3[CH:24]=[CH:23][C:22]([O:25][CH3:26])=[C:21]([O:27][CH3:28])[CH:20]=3)[N:11]=2)[CH:7]=[CH:8][CH:9]=1)([O-])=O.[H][H], predict the reaction product. (2) The product is: [CH3:1][C:2]1[CH:3]=[CH:4][C:5]([C:8]([F:9])([F:10])[F:11])=[CH:6][C:7]=1[S:13]([Cl:12])(=[O:15])=[O:14]. Given the reactants [CH3:1][C:2]1[CH:7]=[CH:6][C:5]([C:8]([F:11])([F:10])[F:9])=[CH:4][CH:3]=1.[Cl:12][S:13](O)(=[O:15])=[O:14], predict the reaction product. (3) The product is: [CH3:10][O:11][C:12]1[CH:17]=[CH:16][C:15]([NH:18][NH:19][C:7](=[O:8])[CH2:3][C:4]([O:5][CH2:25][CH3:26])=[O:30])=[CH:14][CH:13]=1. Given the reactants C([CH:3]([C:7](Cl)=[O:8])[C:4](Cl)=[O:5])C.[CH3:10][O:11][C:12]1[CH:17]=[CH:16][C:15]([NH:18][NH2:19])=[CH:14][CH:13]=1.C(N([CH2:25][CH3:26])CC)C.C1C[O:30]CC1, predict the reaction product.